This data is from Forward reaction prediction with 1.9M reactions from USPTO patents (1976-2016). The task is: Predict the product of the given reaction. (1) Given the reactants Br[C:2]1[CH:3]=[C:4]([C:14]([NH:16][CH2:17][C:18]2[C:19](=[O:26])[NH:20][C:21]([CH3:25])=[CH:22][C:23]=2[CH3:24])=[O:15])[C:5]2[CH:6]=[N:7][N:8]([CH:11]([CH3:13])[CH3:12])[C:9]=2[CH:10]=1.CC1(C)C(C)(C)OB([C:35]2[CH:44]=[CH:43][C:38]3[NH:39][C:40](=[O:42])[NH:41][C:37]=3[CH:36]=2)O1.C(=O)(O)[O-].[Na+].C(Cl)Cl.CO, predict the reaction product. The product is: [CH3:24][C:23]1[CH:22]=[C:21]([CH3:25])[NH:20][C:19](=[O:26])[C:18]=1[CH2:17][NH:16][C:14]([C:4]1[C:5]2[CH:6]=[N:7][N:8]([CH:11]([CH3:13])[CH3:12])[C:9]=2[CH:10]=[C:2]([C:35]2[CH:44]=[CH:43][C:38]3[NH:39][C:40](=[O:42])[NH:41][C:37]=3[CH:36]=2)[CH:3]=1)=[O:15]. (2) Given the reactants C[O:2][C:3](=[O:27])[C:4]1[CH:9]=[CH:8][C:7]([NH:10][CH:11]2[CH2:16][CH2:15][CH2:14][CH2:13][CH:12]2[CH3:17])=[C:6]([NH:18][C:19](=O)[CH2:20][C:21]2[S:22][CH:23]=[CH:24][CH:25]=2)[CH:5]=1.Cl.O, predict the reaction product. The product is: [CH3:17][C@@H:12]1[CH2:13][CH2:14][CH2:15][CH2:16][C@H:11]1[N:10]1[C:7]2[CH:8]=[CH:9][C:4]([C:3]([OH:2])=[O:27])=[CH:5][C:6]=2[N:18]=[C:19]1[CH2:20][C:21]1[S:22][CH:23]=[CH:24][CH:25]=1. (3) Given the reactants [C:1]([O:4][C@H:5]([CH3:38])[C@H:6]([NH:14][C:15]([C:17]1([CH2:29][O:30]CC2C=CC=CC=2)[CH2:21][CH2:20][CH2:19][N:18]1[C:22]([O:24][C:25]([CH3:28])([CH3:27])[CH3:26])=[O:23])=[O:16])[C:7](=[O:13])[N:8]1[CH2:12][CH2:11][CH2:10][CH2:9]1)(=[O:3])[CH3:2], predict the reaction product. The product is: [C:1]([O:4][C@H:5]([CH3:38])[C@H:6]([NH:14][C:15]([C:17]1([CH2:29][OH:30])[CH2:21][CH2:20][CH2:19][N:18]1[C:22]([O:24][C:25]([CH3:27])([CH3:26])[CH3:28])=[O:23])=[O:16])[C:7](=[O:13])[N:8]1[CH2:9][CH2:10][CH2:11][CH2:12]1)(=[O:3])[CH3:2].